Dataset: Peptide-MHC class II binding affinity with 134,281 pairs from IEDB. Task: Regression. Given a peptide amino acid sequence and an MHC pseudo amino acid sequence, predict their binding affinity value. This is MHC class II binding data. The peptide sequence is SVLSVKLAGNSSLCSTSG. The MHC is DRB1_0401 with pseudo-sequence DRB1_0401. The binding affinity (normalized) is 0.0490.